Dataset: Full USPTO retrosynthesis dataset with 1.9M reactions from patents (1976-2016). Task: Predict the reactants needed to synthesize the given product. (1) Given the product [Cl:28][C:29]1[N:34]=[C:33]([NH:1][C:2]2[CH:11]=[CH:10][C:9]([CH3:12])=[CH:8][C:3]=2[C:4]([NH:6][CH3:7])=[O:5])[C:32]([Cl:36])=[CH:31][N:30]=1, predict the reactants needed to synthesize it. The reactants are: [NH2:1][C:2]1[CH:11]=[CH:10][C:9]([CH3:12])=[CH:8][C:3]=1[C:4]([NH:6][CH3:7])=[O:5].C(=O)([O-])[O-].[K+].[K+].C(N(C(C)C)CC)(C)C.[Cl:28][C:29]1[N:34]=[C:33](Cl)[C:32]([Cl:36])=[CH:31][N:30]=1. (2) Given the product [OH:15][C@@H:9]1[CH2:8][N:7]([CH2:6][CH2:5][C@H:4]([N:16]2[C:22](=[O:23])[CH2:21][CH2:20][N:19]([C:24]3[CH:25]=[CH:26][C:27]([C:30]([F:31])([F:33])[F:32])=[CH:28][CH:29]=3)[CH2:18][CH2:17]2)[CH2:3][OH:2])[CH2:14][CH2:13][C:10]21[CH2:12][CH2:11]2, predict the reactants needed to synthesize it. The reactants are: C[O:2][C:3](=O)[C@@H:4]([N:16]1[C:22](=[O:23])[CH2:21][CH2:20][N:19]([C:24]2[CH:29]=[CH:28][C:27]([C:30]([F:33])([F:32])[F:31])=[CH:26][CH:25]=2)[CH2:18][CH2:17]1)[CH2:5][CH2:6][N:7]1[CH2:14][CH2:13][C:10]2([CH2:12][CH2:11]2)[C@H:9]([OH:15])[CH2:8]1.[Li+].[BH4-].